This data is from Reaction yield outcomes from USPTO patents with 853,638 reactions. The task is: Predict the reaction yield, written as a fraction of the theoretical maximum amount of product (1.0 means a 100% yield; for example, 0.34 means a 34% yield). (1) The reactants are [CH3:1][CH2:2][O:3][C:4](/[C:6](/Cl)=[N:7]\[OH:8])=[O:5].[F:10][C:11]([F:16])([F:15])[C:12](Br)=[CH2:13]. The catalyst is CCOCC.CCOC(C)=O. The product is [F:10][C:11]([F:16])([F:15])[C:12]1[O:8][N:7]=[C:6]([C:4]([O:3][CH2:2][CH3:1])=[O:5])[CH:13]=1. The yield is 0.640. (2) The reactants are [NH2:1][C:2]1[C:7]([N+:8]([O-])=O)=[CH:6][C:5]([Br:11])=[CH:4][N:3]=1. The catalyst is CCO. The product is [Br:11][C:5]1[CH:6]=[C:7]([NH2:8])[C:2]([NH2:1])=[N:3][CH:4]=1. The yield is 0.980. (3) The reactants are [CH:1]1([C@@:6]([OH:16])([C:10]2[CH:15]=[CH:14][CH:13]=[CH:12][CH:11]=2)[C:7]([OH:9])=[O:8])[CH2:5][CH2:4][CH2:3][CH2:2]1.[CH3:17][N:18]1[CH2:22][CH2:21][C@@H:20](O)[CH2:19]1.O. The catalyst is CN(C=O)C. The product is [CH3:17][N:18]1[CH2:22][CH2:21][C@@H:20]([O:8][C:7](=[O:9])[C@:6]([CH:1]2[CH2:5][CH2:4][CH2:3][CH2:2]2)([OH:16])[C:10]2[CH:11]=[CH:12][CH:13]=[CH:14][CH:15]=2)[CH2:19]1. The yield is 0.600. (4) The reactants are Br[C:2]1[CH:7]=[C:6]([CH3:8])[C:5]([Br:9])=[CH:4][N:3]=1.[NH2:10][C:11]1[N:16]=[CH:15][C:14](B(O)O)=[CH:13][N:12]=1.C(=O)([O-])[O-].[K+].[K+].O1CCOCC1. The catalyst is C1C=CC([P]([Pd]([P](C2C=CC=CC=2)(C2C=CC=CC=2)C2C=CC=CC=2)([P](C2C=CC=CC=2)(C2C=CC=CC=2)C2C=CC=CC=2)[P](C2C=CC=CC=2)(C2C=CC=CC=2)C2C=CC=CC=2)(C2C=CC=CC=2)C2C=CC=CC=2)=CC=1.O. The product is [Br:9][C:5]1[C:6]([CH3:8])=[CH:7][C:2]([C:14]2[CH:13]=[N:12][C:11]([NH2:10])=[N:16][CH:15]=2)=[N:3][CH:4]=1. The yield is 0.820. (5) The reactants are [OH:1][C@H:2]1[CH2:6][N:5]([C:7]([O:9][C:10]([CH3:13])([CH3:12])[CH3:11])=[O:8])[C@H:4]([CH2:14][OH:15])[CH2:3]1.[C:16]1([CH3:26])[CH:21]=[CH:20][C:19]([S:22](Cl)(=[O:24])=[O:23])=[CH:18][CH:17]=1. The catalyst is N1C=CC=CC=1. The product is [OH:1][C@H:2]1[CH2:6][N:5]([C:7]([O:9][C:10]([CH3:11])([CH3:12])[CH3:13])=[O:8])[C@H:4]([CH2:14][O:15][S:22]([C:19]2[CH:20]=[CH:21][C:16]([CH3:26])=[CH:17][CH:18]=2)(=[O:24])=[O:23])[CH2:3]1. The yield is 0.640. (6) The yield is 0.800. The product is [Br:11][C:9]1[CH:10]=[C:4]([N+:1]([O-:3])=[O:2])[CH:5]=[CH:6][C:7]=1[NH2:8]. The reactants are [N+:1]([C:4]1[CH:10]=[CH:9][C:7]([NH2:8])=[CH:6][CH:5]=1)([O-:3])=[O:2].[Br:11]Br. The catalyst is CC(O)=O. (7) The reactants are [NH2:1][C:2]1[C:7]([Br:8])=[CH:6][C:5]([Cl:9])=[CH:4][N:3]=1.[C:10]1(=O)[CH2:15][CH2:14][CH2:13][C:12](=[O:16])[CH2:11]1.O.C1(C)C=CC(S(O)(=O)=O)=CC=1.C(=O)(O)[O-].[Na+]. The catalyst is C1(C)C=CC=CC=1. The product is [Br:8][C:7]1[C:2]([NH:1][C:10]2[CH2:15][CH2:14][CH2:13][C:12](=[O:16])[CH:11]=2)=[N:3][CH:4]=[C:5]([Cl:9])[CH:6]=1. The yield is 0.620. (8) The reactants are [C:1]([C:3]1[CH:4]=[C:5]([C:23]2[N:38]=[CH:37][CH:36]=[CH:35][C:24]=2[C:25]([O:27]CC2C=CC=CC=2)=[O:26])[CH:6]=[CH:7][C:8]=1[O:9][CH2:10][CH2:11][C:12]1[CH:17]=[CH:16][C:15]([O:18][S:19]([CH3:22])(=[O:21])=[O:20])=[CH:14][CH:13]=1)#[N:2].[H][H]. The catalyst is CO.CN(C=O)C.[Pd]. The product is [C:1]([C:3]1[CH:4]=[C:5]([C:23]2[N:38]=[CH:37][CH:36]=[CH:35][C:24]=2[C:25]([OH:27])=[O:26])[CH:6]=[CH:7][C:8]=1[O:9][CH2:10][CH2:11][C:12]1[CH:13]=[CH:14][C:15]([O:18][S:19]([CH3:22])(=[O:21])=[O:20])=[CH:16][CH:17]=1)#[N:2]. The yield is 0.480.